This data is from Catalyst prediction with 721,799 reactions and 888 catalyst types from USPTO. The task is: Predict which catalyst facilitates the given reaction. (1) Reactant: [O:1]=[C:2]1[C:7]2[CH:8]=[CH:9][CH:10]=[CH:11][C:6]=2[O:5][C:4]([C:12]([OH:14])=O)=[CH:3]1.S(Cl)(Cl)=O.[NH2:19][C:20]1[CH:25]=[CH:24][CH:23]=[CH:22][CH:21]=1. Product: [O:1]=[C:2]1[C:7]2[C:6](=[CH:11][CH:10]=[CH:9][CH:8]=2)[O:5][C:4]([C:12]([NH:19][C:20]2[CH:25]=[CH:24][CH:23]=[CH:22][CH:21]=2)=[O:14])=[CH:3]1. The catalyst class is: 3. (2) Reactant: [OH:1][C:2]1[CH:11]=[C:10]([C:12]([CH3:17])([CH3:16])[C:13]([OH:15])=O)[CH:9]=[C:8]2[C:3]=1[C@@H:4]1[CH2:23][C:22]([CH3:24])=[CH:21][CH2:20][C@@H:5]1[C:6]([CH3:19])([CH3:18])[O:7]2.C(N(CC)CC)C.[CH2:32]([NH2:37])[CH2:33][CH2:34][CH2:35][CH3:36]. Product: [OH:1][C:2]1[CH:11]=[C:10]([C:12]([CH3:16])([CH3:17])[C:13]([NH:37][CH2:32][CH2:33][CH2:34][CH2:35][CH3:36])=[O:15])[CH:9]=[C:8]2[C:3]=1[C@@H:4]1[CH2:23][C:22]([CH3:24])=[CH:21][CH2:20][C@H:5]1[C:6]([CH3:18])([CH3:19])[O:7]2. The catalyst class is: 4. (3) Product: [Cl:40][C:23]1[CH:24]=[C:25]([C:28]2[CH:33]=[CH:32][CH:31]=[CH:30][C:29]=2[CH2:34][CH2:35][NH:36][C:37](=[O:39])[CH3:38])[CH:26]=[CH:27][C:22]=1[C@H:10]1[C@H:11]([C:14]2[CH:19]=[CH:18][N:17]([CH3:20])[C:16](=[O:21])[CH:15]=2)[CH2:12][CH2:13][NH:8][CH2:9]1. The catalyst class is: 5. Reactant: C(OC([N:8]1[CH2:13][CH2:12][C@@H:11]([C:14]2[CH:19]=[CH:18][N:17]([CH3:20])[C:16](=[O:21])[CH:15]=2)[C@H:10]([C:22]2[CH:27]=[CH:26][C:25]([C:28]3[CH:33]=[CH:32][CH:31]=[CH:30][C:29]=3[CH2:34][CH2:35][NH:36][C:37](=[O:39])[CH3:38])=[CH:24][C:23]=2[Cl:40])[CH2:9]1)=O)(C)(C)C.C(Cl)Cl. (4) Reactant: [CH:1]([C:4]1[CH:9]=[CH:8][C:7]([C:10]2[O:14][C:13]([C:15]3[CH:16]=[C:17]([CH:22]=[CH:23][CH:24]=3)[C:18]([O:20]C)=[O:19])=[CH:12][CH:11]=2)=[CH:6][CH:5]=1)([CH3:3])[CH3:2].[Li+].[OH-]. Product: [CH:1]([C:4]1[CH:5]=[CH:6][C:7]([C:10]2[O:14][C:13]([C:15]3[CH:16]=[C:17]([CH:22]=[CH:23][CH:24]=3)[C:18]([OH:20])=[O:19])=[CH:12][CH:11]=2)=[CH:8][CH:9]=1)([CH3:3])[CH3:2]. The catalyst class is: 20. (5) Reactant: [C:1]([C:3]1[C:8](=[O:9])[N:7]([C:10]2[CH:15]=[CH:14][C:13]([S:16][CH3:17])=[CH:12][CH:11]=2)[C:6]([C:18]2[CH:23]=[CH:22][C:21]([F:24])=[CH:20][CH:19]=2)=[N:5][C:4]=1SC)#[N:2].[CH3:27][NH2:28]. Product: [C:1]([C:3]1[C:8](=[O:9])[N:7]([C:10]2[CH:11]=[CH:12][C:13]([S:16][CH3:17])=[CH:14][CH:15]=2)[C:6]([C:18]2[CH:23]=[CH:22][C:21]([F:24])=[CH:20][CH:19]=2)=[N:5][C:4]=1[NH:28][CH3:27])#[N:2]. The catalyst class is: 8. (6) Reactant: [Br:1][C:2]1[CH:8]=[C:7]([Cl:9])[CH:6]=[C:5]([F:10])[C:3]=1N.F[B-](F)(F)F.N#[O+].[C-:18]#[N:19].[K+]. Product: [Br:1][C:2]1[CH:8]=[C:7]([Cl:9])[CH:6]=[C:5]([F:10])[C:3]=1[C:18]#[N:19]. The catalyst class is: 2.